Task: Predict the product of the given reaction.. Dataset: Forward reaction prediction with 1.9M reactions from USPTO patents (1976-2016) (1) Given the reactants [CH2:1]([NH2:6])[CH2:2][CH2:3][CH2:4][CH3:5].C(N(CC)CC)C.Cl[C:15]([O:17][CH2:18][Cl:19])=[O:16].Cl, predict the reaction product. The product is: [CH2:1]([NH:6][C:15](=[O:16])[O:17][CH2:18][Cl:19])[CH2:2][CH2:3][CH2:4][CH3:5]. (2) Given the reactants Cl[C:2]([O:4][C:5]1[CH:10]=[CH:9][C:8]([N+:11]([O-:13])=[O:12])=[CH:7][CH:6]=1)=[O:3].C(NCC)C.[CH2:19]([O:21]/[C:22](=[CH:28]\[C:29]1[CH:34]=[CH:33][C:32]([C:35]2[CH:40]=[CH:39][CH:38]=[C:37]([NH:41][CH3:42])[CH:36]=2)=[CH:31][CH:30]=1)/[C:23]([O:25][CH2:26][CH3:27])=[O:24])[CH3:20].O, predict the reaction product. The product is: [CH2:19]([O:21]/[C:22](=[CH:28]\[C:29]1[CH:34]=[CH:33][C:32]([C:35]2[CH:40]=[CH:39][CH:38]=[C:37]([N:41]([CH3:42])[C:2]([O:4][C:5]3[CH:10]=[CH:9][C:8]([N+:11]([O-:13])=[O:12])=[CH:7][CH:6]=3)=[O:3])[CH:36]=2)=[CH:31][CH:30]=1)/[C:23]([O:25][CH2:26][CH3:27])=[O:24])[CH3:20]. (3) Given the reactants [OH:1][C:2]1[CH:36]=[CH:35][C:5]([C:6]([CH2:8][NH:9][C:10]2[CH:15]=[C:14]([O:16][CH3:17])[CH:13]=[CH:12][C:11]=2[CH:18]2[CH2:27][CH2:26][C:25]3[CH:24]=[C:23]([O:28]C(=O)C(C)(C)C)[CH:22]=[CH:21][C:20]=3[CH2:19]2)=O)=[CH:4][CH:3]=1.Br[CH2:38][C:39]([N:41]1[CH2:46][CH2:45][CH2:44][C:43]([CH3:48])([CH3:47])[CH2:42]1)=O, predict the reaction product. The product is: [CH3:47][C:43]1([CH3:48])[CH2:44][CH2:45][CH2:46][N:41]([CH2:39][CH2:38][O:1][C:2]2[CH:36]=[CH:35][C:5]([CH2:6][CH2:8][NH:9][C:10]3[CH:15]=[C:14]([O:16][CH3:17])[CH:13]=[CH:12][C:11]=3[CH:18]3[CH2:27][CH2:26][C:25]4[CH:24]=[C:23]([OH:28])[CH:22]=[CH:21][C:20]=4[CH2:19]3)=[CH:4][CH:3]=2)[CH2:42]1. (4) The product is: [Cl:37][C:6]1[C:7]2[C:8](=[O:9])[N:10]([C:14]3[CH:19]=[C:18]([CH3:20])[C:17]([N:21]4[C:25]5[CH:26]=[CH:27][CH:28]=[CH:29][C:24]=5[N:23]([CH2:30][C:31]([F:32])([F:33])[F:34])[C:22]4=[O:35])=[C:16]([CH3:36])[CH:15]=3)[CH2:11][CH2:12][O:13][C:2]=2[N:3]=[CH:4][N:5]=1. Given the reactants Cl[C:2]1[C:7]([C:8]([N:10]([C:14]2[CH:19]=[C:18]([CH3:20])[C:17]([N:21]3[C:25]4[CH:26]=[CH:27][CH:28]=[CH:29][C:24]=4[N:23]([CH2:30][C:31]([F:34])([F:33])[F:32])[C:22]3=[O:35])=[C:16]([CH3:36])[CH:15]=2)[CH2:11][CH2:12][OH:13])=[O:9])=[C:6]([Cl:37])[N:5]=[CH:4][N:3]=1.C([O-])(O)=O.[Na+], predict the reaction product. (5) Given the reactants [F:1][C:2]1[CH:32]=[CH:31][C:5]([O:6][C:7]2[CH:30]=[CH:29][C:10]([CH2:11][S:12][C:13]3[NH:14][CH:15]=[C:16]([CH2:20][C:21]4[CH:22]=[N:23][C:24]([O:27][CH3:28])=[N:25][CH:26]=4)[C:17](=[O:19])[N:18]=3)=[CH:9][CH:8]=2)=[CH:4][CH:3]=1.[CH3:33][CH2:34]N(C(C)C)C(C)C.C(I)C, predict the reaction product. The product is: [CH2:33]([N:14]1[CH:15]=[C:16]([CH2:20][C:21]2[CH:26]=[N:25][C:24]([O:27][CH3:28])=[N:23][CH:22]=2)[C:17](=[O:19])[N:18]=[C:13]1[S:12][CH2:11][C:10]1[CH:29]=[CH:30][C:7]([O:6][C:5]2[CH:4]=[CH:3][C:2]([F:1])=[CH:32][CH:31]=2)=[CH:8][CH:9]=1)[CH3:34]. (6) Given the reactants [Br:1][C:2]1[C:7]([N:8]([CH3:19])[S:9]([C:12]2[CH:17]=[CH:16][C:15](F)=[CH:14][CH:13]=2)(=[O:11])=[O:10])=[CH:6][CH:5]=[CH:4][N:3]=1.C([O-])([O-])=O.[K+].[K+].[F:26][C:27]([F:37])([F:36])[O:28][C:29]1[CH:34]=[CH:33][C:32]([OH:35])=[CH:31][CH:30]=1.CCOC(C)=O, predict the reaction product. The product is: [Br:1][C:2]1[C:7]([N:8]([CH3:19])[S:9]([C:12]2[CH:17]=[CH:16][C:15]([O:35][C:32]3[CH:33]=[CH:34][C:29]([O:28][C:27]([F:26])([F:36])[F:37])=[CH:30][CH:31]=3)=[CH:14][CH:13]=2)(=[O:11])=[O:10])=[CH:6][CH:5]=[CH:4][N:3]=1. (7) Given the reactants Br[CH2:2][C:3]([O:5][CH3:6])=[O:4].[CH2:7]([NH2:14])[C:8]1[CH:13]=[CH:12][CH:11]=[CH:10][CH:9]=1, predict the reaction product. The product is: [CH3:6][O:5][C:3](=[O:4])[CH2:2][NH:14][CH2:7][C:8]1[CH:13]=[CH:12][CH:11]=[CH:10][CH:9]=1. (8) The product is: [O:1]=[C:2]1[N:6]([C:7]2[CH:8]=[C:9]3[C:14](=[CH:15][CH:16]=2)[CH2:13][N:12]([C:42](=[O:43])[CH2:41][O:40][CH2:33][C:34]2[CH:39]=[CH:38][CH:37]=[CH:36][CH:35]=2)[CH2:11][CH2:10]3)[CH2:5][C@H:4]([CH2:17][NH:18][C:19](=[O:25])[O:20][C:21]([CH3:22])([CH3:24])[CH3:23])[O:3]1. Given the reactants [O:1]=[C:2]1[N:6]([C:7]2[CH:8]=[C:9]3[C:14](=[CH:15][CH:16]=2)[CH2:13][NH:12][CH2:11][CH2:10]3)[CH2:5][C@H:4]([CH2:17][NH:18][C:19](=[O:25])[O:20][C:21]([CH3:24])([CH3:23])[CH3:22])[O:3]1.C(N(CC)CC)C.[CH2:33]([O:40][CH2:41][C:42](Cl)=[O:43])[C:34]1[CH:39]=[CH:38][CH:37]=[CH:36][CH:35]=1, predict the reaction product.